Dataset: Full USPTO retrosynthesis dataset with 1.9M reactions from patents (1976-2016). Task: Predict the reactants needed to synthesize the given product. (1) Given the product [CH3:15][N:16]1[CH:20]=[C:19]([C:2]2[C:7]3[N:8]=[C:9]([S:12][CH3:13])[N:10]=[CH:11][C:6]=3[C:5](=[O:14])[NH:4][CH:3]=2)[CH:18]=[N:17]1, predict the reactants needed to synthesize it. The reactants are: I[C:2]1[C:7]2[N:8]=[C:9]([S:12][CH3:13])[N:10]=[CH:11][C:6]=2[C:5](=[O:14])[NH:4][CH:3]=1.[CH3:15][N:16]1[CH:20]=[C:19](B(O)O)[CH:18]=[N:17]1.O.O.O.P([O-])([O-])([O-])=O.[K+].[K+].[K+].O1CCOCC1. (2) The reactants are: [F:1][C:2]1[CH:3]=[C:4]([C:8]2[O:16][C:15]3[C:14](I)=[CH:13][N:12]=[CH:11][C:10]=3[CH:9]=2)[CH:5]=[CH:6][CH:7]=1.[C:18]([C:22]1[CH:27]=[CH:26][C:25](B(O)O)=[CH:24][CH:23]=1)([CH3:21])([CH3:20])[CH3:19].C(=O)([O-])[O-].[Na+].[Na+]. Given the product [C:18]([C:22]1[CH:27]=[CH:26][C:25]([C:14]2[C:15]3[O:16][C:8]([C:4]4[CH:5]=[CH:6][CH:7]=[C:2]([F:1])[CH:3]=4)=[CH:9][C:10]=3[CH:11]=[N:12][CH:13]=2)=[CH:24][CH:23]=1)([CH3:21])([CH3:20])[CH3:19], predict the reactants needed to synthesize it.